The task is: Predict the reactants needed to synthesize the given product.. This data is from Full USPTO retrosynthesis dataset with 1.9M reactions from patents (1976-2016). (1) Given the product [Br:1][C:2]1[CH:3]=[N:4][CH:5]=[C:6]2[N:10]([C:11]3[CH:16]=[CH:15][C:14]([F:17])=[CH:13][CH:12]=3)[N:9]=[CH:8][C:7]=12, predict the reactants needed to synthesize it. The reactants are: [Br:1][C:2]1[CH:3]=[N:4][CH:5]=[C:6](Br)[C:7]=1/[CH:8]=[N:9]/[NH:10][C:11]1[CH:16]=[CH:15][C:14]([F:17])=[CH:13][CH:12]=1.CN[C@@H]1CCCC[C@H]1NC.C([O-])([O-])=O.[K+].[K+]. (2) Given the product [CH2:1]([S:3]([N:6]1[CH2:7][CH2:8][CH:9]([C:12]2[C:20]3[C:15](=[C:16]([C:28]([NH2:30])=[O:29])[CH:17]=[C:18]([C:21]4[CH:25]=[C:24]([CH2:26][N:35]([CH3:36])[CH:32]([CH3:31])[CH2:33][CH3:34])[S:23][CH:22]=4)[CH:19]=3)[NH:14][CH:13]=2)[CH2:10][CH2:11]1)(=[O:4])=[O:5])[CH3:2], predict the reactants needed to synthesize it. The reactants are: [CH2:1]([S:3]([N:6]1[CH2:11][CH2:10][CH:9]([C:12]2[C:20]3[C:15](=[C:16]([C:28]([NH2:30])=[O:29])[CH:17]=[C:18]([C:21]4[CH:25]=[C:24]([CH:26]=O)[S:23][CH:22]=4)[CH:19]=3)[NH:14][CH:13]=2)[CH2:8][CH2:7]1)(=[O:5])=[O:4])[CH3:2].[CH3:31][CH:32]([NH2:35])[CH2:33][CH3:34].[C:36](O[BH-](OC(=O)C)OC(=O)C)(=O)C.[Na+].C([BH3-])#N.[Na+].C=O. (3) The reactants are: [CH:1]([C@@H:4]1[N:8]([C:9]2[CH:14]=[CH:13][N:12]3[N:15]=[CH:16][C:17]([C:18]4[CH:23]=[CH:22][C:21]([C:24]5[N:28]=[CH:27][N:26]([CH2:29][O:30][CH2:31][CH2:32][Si:33]([CH3:36])([CH3:35])[CH3:34])[N:25]=5)=[CH:20][CH:19]=4)=[C:11]3[N:10]=2)[C:7](=[O:37])[NH:6][CH2:5]1)([CH3:3])[CH3:2].[H-].[Na+].Br[CH2:41][CH:42]1[CH2:47][CH2:46][N:45]([C:48]([O:50][C:51]([CH3:54])([CH3:53])[CH3:52])=[O:49])[CH2:44][CH2:43]1. Given the product [CH:1]([C@H:4]1[CH2:5][N:6]([CH2:41][CH:42]2[CH2:47][CH2:46][N:45]([C:48]([O:50][C:51]([CH3:52])([CH3:54])[CH3:53])=[O:49])[CH2:44][CH2:43]2)[C:7](=[O:37])[N:8]1[C:9]1[CH:14]=[CH:13][N:12]2[N:15]=[CH:16][C:17]([C:18]3[CH:23]=[CH:22][C:21]([C:24]4[N:28]=[CH:27][N:26]([CH2:29][O:30][CH2:31][CH2:32][Si:33]([CH3:34])([CH3:35])[CH3:36])[N:25]=4)=[CH:20][CH:19]=3)=[C:11]2[N:10]=1)([CH3:3])[CH3:2], predict the reactants needed to synthesize it. (4) Given the product [C:15]1([N:14]=[CH:6][C:7]2[CH:13]=[CH:12][CH:11]=[CH:10][C:8]=2[O-:9])[CH:16]=[CH:17][CH:18]=[CH:19][CH:20]=1.[Li+:5], predict the reactants needed to synthesize it. The reactants are: CC(C)[O-].[Li+:5].[CH:6](=[N:14][C:15]1[CH:20]=[CH:19][CH:18]=[CH:17][CH:16]=1)[C:7]1[C:8](=[CH:10][CH:11]=[CH:12][CH:13]=1)[OH:9]. (5) Given the product [NH2:7][CH2:8][CH:9]1[CH2:10][CH2:11][CH:12]([CH2:15][NH:16][C:17]2[C:22]([C:23]#[N:24])=[CH:21][N:20]=[C:19]([NH:25][CH2:26][C:27]3[CH:32]=[CH:31][CH:30]=[CH:29][C:28]=3[Cl:33])[CH:18]=2)[CH2:13][CH2:14]1, predict the reactants needed to synthesize it. The reactants are: C(OC(=O)[NH:7][CH2:8][CH:9]1[CH2:14][CH2:13][CH:12]([CH2:15][NH:16][C:17]2[C:22]([C:23]#[N:24])=[CH:21][N:20]=[C:19]([NH:25][CH2:26][C:27]3[CH:32]=[CH:31][CH:30]=[CH:29][C:28]=3[Cl:33])[CH:18]=2)[CH2:11][CH2:10]1)(C)(C)C.Cl.O1CCOCC1. (6) Given the product [CH3:19][C:11]1[CH:12]=[C:13]([C:2]2[S:3][C:4]([C:7]([OH:9])=[O:8])=[CH:5][N:6]=2)[CH:14]=[CH:15][N:10]=1, predict the reactants needed to synthesize it. The reactants are: Br[C:2]1[S:3][C:4]([C:7]([OH:9])=[O:8])=[CH:5][N:6]=1.[N:10]1[CH:15]=[CH:14][C:13](B(O)O)=[CH:12][C:11]=1[CH3:19].